Dataset: Forward reaction prediction with 1.9M reactions from USPTO patents (1976-2016). Task: Predict the product of the given reaction. (1) Given the reactants [CH2:1]([SH:3])[CH3:2].[C:4]1([C:30]2[CH:35]=[CH:34][CH:33]=[CH:32][CH:31]=2)[CH:9]=[CH:8][C:7]([O:10][CH:11]2[CH2:15][CH2:14][N:13]([C:16]3[CH:21]=[CH:20][C:19]([O:22][CH2:23][C@H:24]4[CH2:26][O:25]4)=[C:18]([O:27][CH3:28])[CH:17]=3)[C:12]2=[O:29])=[CH:6][CH:5]=1.[OH-].[K+], predict the reaction product. The product is: [C:4]1([C:30]2[CH:31]=[CH:32][CH:33]=[CH:34][CH:35]=2)[CH:9]=[CH:8][C:7]([O:10][CH:11]2[CH2:15][CH2:14][N:13]([C:16]3[CH:21]=[CH:20][C:19]([O:22][CH2:23][C@H:24]([OH:25])[CH2:26][S:3][CH2:1][CH3:2])=[C:18]([O:27][CH3:28])[CH:17]=3)[C:12]2=[O:29])=[CH:6][CH:5]=1. (2) Given the reactants [N:1]1([C:10]([C@@H:12]([C@H:22]([CH2:35][OH:36])[O:23][CH2:24][P:25]([O:31][CH:32]([CH3:34])[CH3:33])([O:27][CH:28]([CH3:30])[CH3:29])=[O:26])[O:13]C(=O)C2C=CC=CC=2)=[O:11])[CH:9]=[C:7]([CH3:8])[C:5](=[O:6])[NH:4][C:2]1=[O:3].N, predict the reaction product. The product is: [N:1]1([C:10]([C@@H:12]([C@H:22]([CH2:35][OH:36])[O:23][CH2:24][P:25]([O:31][CH:32]([CH3:34])[CH3:33])([O:27][CH:28]([CH3:30])[CH3:29])=[O:26])[OH:13])=[O:11])[CH:9]=[C:7]([CH3:8])[C:5](=[O:6])[NH:4][C:2]1=[O:3].